Dataset: Full USPTO retrosynthesis dataset with 1.9M reactions from patents (1976-2016). Task: Predict the reactants needed to synthesize the given product. (1) Given the product [CH2:16]([O:15][C:9]1[CH:10]=[CH:11][NH:12][C:13](=[O:20])[C:3]=1[C:4]([O:6][CH2:7][CH3:8])=[O:5])[CH3:17], predict the reactants needed to synthesize it. The reactants are: C([C:3](=[C:9]([O:15][CH2:16][CH3:17])/[CH:10]=[CH:11]/[N:12](C)[CH3:13])[C:4]([O:6][CH2:7][CH3:8])=[O:5])#N.C(O)(=[O:20])C. (2) Given the product [CH2:4]=[C:3]1[CH2:7][CH2:8][CH2:9][N:10]([C:14]([O:16][C:17]([CH3:18])([CH3:20])[CH3:19])=[O:15])[CH2:1][CH2:2]1, predict the reactants needed to synthesize it. The reactants are: [CH2:1]([Li])[CH2:2][CH2:3][CH3:4].O=[C:7]1CCC[N:10]([C:14]([O:16][C:17]([CH3:20])([CH3:19])[CH3:18])=[O:15])[CH2:9][CH2:8]1.O.